The task is: Predict the reaction yield, written as a fraction of the theoretical maximum amount of product (1.0 means a 100% yield; for example, 0.34 means a 34% yield).. This data is from Reaction yield outcomes from USPTO patents with 853,638 reactions. (1) The reactants are [N+:1]([C:4]1[CH:5]=[C:6]([OH:10])[CH:7]=[CH:8][CH:9]=1)([O-:3])=[O:2].Cl.Cl[CH2:13][CH2:14][N:15]1[CH2:20][CH2:19][O:18][CH2:17][CH2:16]1.C(=O)([O-])[O-].[K+].[K+]. The catalyst is CC(C)=O. The product is [N+:1]([C:4]1[CH:5]=[C:6]([CH:7]=[CH:8][CH:9]=1)[O:10][CH2:13][CH2:14][N:15]1[CH2:20][CH2:19][O:18][CH2:17][CH2:16]1)([O-:3])=[O:2]. The yield is 0.700. (2) The reactants are [CH3:1][C@@H:2]1[C@@H:13]([C:14]2[CH:19]=[CH:18][CH:17]=[CH:16][CH:15]=2)[NH:12][C:11](=[O:20])[CH2:10][CH2:9][CH:8]=[CH:7][CH2:6][C@@H:5]([NH:21][C:22](=O)[O:23]C(C)(C)C)[C:4](=[O:29])[O:3]1.[C:30](OC(N[C@H](CC=C)C(O[C@H](C)[C@H](NC(=O)CCC=C)C1C=CC=CC=1)=O)=O)(C)(C)C.FC(F)(F)C(O)=O.C([SiH](CC)CC)C.C(N(CC)CC)C.CC(OCC1C2C(=CC=CC=2)C(COC(C)=O)=C2C=1C=CC=C2)=O. The catalyst is C1(C)C=CC=CC=1. The product is [CH3:1][C@@H:2]1[C@@H:13]([C:14]2[CH:19]=[CH:18][CH:17]=[CH:16][CH:15]=2)[NH:12][C:11](=[O:20])[CH2:10][CH2:9][CH:8]=[CH:7][CH2:6][C@@H:5]([NH:21][C:22](=[O:23])[CH3:30])[C:4](=[O:29])[O:3]1. The yield is 0.370.